From a dataset of Catalyst prediction with 721,799 reactions and 888 catalyst types from USPTO. Predict which catalyst facilitates the given reaction. (1) Reactant: C[Al](C)C.[CH3:5][N:6]([CH3:12])[C:7](=[O:11])[CH2:8][NH:9][CH3:10].[C:13]([C:15]1[C:20]2[N:21]=[C:22]([C:24](OCC)=[O:25])[O:23][C:19]=2[C:18]([F:29])=[C:17]([C:30]2[CH:35]=[CH:34][CH:33]=[CH:32][CH:31]=2)[C:16]=1[CH3:36])#[N:14].Cl. Product: [C:13]([C:15]1[C:20]2[N:21]=[C:22]([C:24]([N:9]([CH2:8][C:7]([N:6]([CH3:12])[CH3:5])=[O:11])[CH3:10])=[O:25])[O:23][C:19]=2[C:18]([F:29])=[C:17]([C:30]2[CH:31]=[CH:32][CH:33]=[CH:34][CH:35]=2)[C:16]=1[CH3:36])#[N:14]. The catalyst class is: 4. (2) Reactant: C[O:2][C:3]([C@H:5]1[CH2:10][CH2:9][C@H:8]([C:11]2[O:12][C:13]([Cl:17])=[C:14]([CH3:16])[N:15]=2)[CH2:7][CH2:6]1)=[O:4].[OH-].[Na+]. Product: [Cl:17][C:13]1[O:12][C:11]([C@H:8]2[CH2:7][CH2:6][C@H:5]([C:3]([OH:4])=[O:2])[CH2:10][CH2:9]2)=[N:15][C:14]=1[CH3:16]. The catalyst class is: 12. (3) Reactant: Br[C:2]1[C:15]2=[N:16][O:17][C:13]3=[C:14]2[C:5]([C:6](=[O:18])[C:7]2[C:12]3=[CH:11][CH:10]=[CH:9][CH:8]=2)=[C:4]([NH:19][C:20]2[CH:28]=[CH:27][C:23]([C:24]([OH:26])=[O:25])=[CH:22][CH:21]=2)[CH:3]=1.C(N(CC)CC)C.[CH:36]1([N:42]2[CH2:47][CH2:46][NH:45][CH2:44][CH2:43]2)[CH2:41][CH2:40][CH2:39][CH2:38][CH2:37]1.CC(OC)(C)C. Product: [CH:36]1([N:42]2[CH2:47][CH2:46][N:45]([C:2]3[C:15]4=[N:16][O:17][C:13]5=[C:14]4[C:5]([C:6](=[O:18])[C:7]4[C:12]5=[CH:11][CH:10]=[CH:9][CH:8]=4)=[C:4]([NH:19][C:20]4[CH:28]=[CH:27][C:23]([C:24]([OH:26])=[O:25])=[CH:22][CH:21]=4)[CH:3]=3)[CH2:44][CH2:43]2)[CH2:41][CH2:40][CH2:39][CH2:38][CH2:37]1. The catalyst class is: 376. (4) Reactant: F[C:2]1[C:10]([F:11])=[C:9]([F:12])[CH:8]=[CH:7][C:3]=1[C:4]([OH:6])=[O:5].[Br:13][C:14]1[CH:20]=[CH:19][C:17]([NH2:18])=[C:16]([Cl:21])[CH:15]=1.[NH2-].[Li+].Cl. Product: [Br:13][C:14]1[CH:20]=[CH:19][C:17]([NH:18][C:2]2[C:10]([F:11])=[C:9]([F:12])[CH:8]=[CH:7][C:3]=2[C:4]([OH:6])=[O:5])=[C:16]([Cl:21])[CH:15]=1. The catalyst class is: 10. (5) Reactant: [C:1]([N:4]1[C:12]2[C:7](=[CH:8][C:9]([O:13][CH3:14])=[CH:10][CH:11]=2)[CH2:6][CH:5]1[C:15]([NH2:17])=O)(=[O:3])[CH3:2].C(N(CC)CC)C.ClC(Cl)(Cl)C(Cl)=O. Product: [C:1]([N:4]1[C:12]2[C:7](=[CH:8][C:9]([O:13][CH3:14])=[CH:10][CH:11]=2)[CH2:6][CH:5]1[C:15]#[N:17])(=[O:3])[CH3:2]. The catalyst class is: 2. (6) Reactant: [C:1]([C:5]1[N:10]=[C:9]([O:11][CH3:12])[N:8]=[C:7]([O:13][CH:14]2[CH2:31][CH:30]3[CH:16]([C:17](=[O:37])[N:18]([CH3:36])[CH2:19][CH2:20][CH2:21][CH2:22][CH:23]=[CH:24][CH:25]4[C:27]([C:33]([OH:35])=O)([NH:28][C:29]3=[O:32])[CH2:26]4)[CH2:15]2)[CH:6]=1)([CH3:4])([CH3:3])[CH3:2].CCN=C=NCCCN(C)C.[CH:49]1([S:52]([NH2:55])(=[O:54])=[O:53])[CH2:51][CH2:50]1.C1CCN2C(=NCCC2)CC1.C(O)(=O)CC(CC(O)=O)(C(O)=O)O. Product: [C:1]([C:5]1[N:10]=[C:9]([O:11][CH3:12])[N:8]=[C:7]([O:13][CH:14]2[CH2:31][CH:30]3[CH:16]([C:17](=[O:37])[N:18]([CH3:36])[CH2:19][CH2:20][CH2:21][CH2:22][CH:23]=[CH:24][CH:25]4[C:27]([C:33]([NH:55][S:52]([CH:49]5[CH2:51][CH2:50]5)(=[O:54])=[O:53])=[O:35])([NH:28][C:29]3=[O:32])[CH2:26]4)[CH2:15]2)[CH:6]=1)([CH3:2])([CH3:3])[CH3:4]. The catalyst class is: 2. (7) Reactant: CO[C:3]([C:5]1[N:6]=[C:7]([C:23]#[N:24])[C:8]2[C:13]([C:14]=1[OH:15])=[CH:12][CH:11]=[C:10]([O:16][C:17]1[CH:22]=[CH:21][CH:20]=[CH:19][CH:18]=1)[CH:9]=2)=[O:4].[NH2:25][C:26]1([CH2:30][C:31]([OH:33])=[O:32])[CH2:29][CH2:28][CH2:27]1.C[O-].[Na+].Cl. Product: [C:23]([C:7]1[C:8]2[C:13](=[CH:12][CH:11]=[C:10]([O:16][C:17]3[CH:18]=[CH:19][CH:20]=[CH:21][CH:22]=3)[CH:9]=2)[C:14]([OH:15])=[C:5]([C:3]([NH:25][C:26]2([CH2:30][C:31]([OH:33])=[O:32])[CH2:29][CH2:28][CH2:27]2)=[O:4])[N:6]=1)#[N:24]. The catalyst class is: 287. (8) Reactant: [CH3:1][C:2]1[CH:3]=[C:4]([OH:9])[C:5]([OH:8])=[CH:6][CH:7]=1.C(=O)([O-])[O-].[K+].[K+].Br[CH2:17][CH2:18]Br. Product: [CH3:1][C:2]1[CH:7]=[CH:6][C:5]2[O:8][CH2:17][CH2:18][O:9][C:4]=2[CH:3]=1. The catalyst class is: 21. (9) Reactant: [F:1][C:2]1[CH:7]=[C:6]([F:8])[CH:5]=[CH:4][C:3]=1[C@:9]12[CH2:18][O:17][C:16](=[O:19])[CH2:15][C@H:14]1[C@@H:13]([CH3:20])[S:12][C:11]([NH:21][C:22](=[O:29])[C:23]1[CH:28]=[CH:27][CH:26]=[CH:25][CH:24]=1)=[N:10]2.ClC1C=CC(N([S:38]([C:41]([F:44])([F:43])[F:42])(=[O:40])=[O:39])[S:38]([C:41]([F:44])([F:43])[F:42])(=[O:40])=[O:39])=NC=1.C[Si]([N-][Si](C)(C)C)(C)C.[K+].C(=O)(O)[O-].[Na+]. Product: [F:42][C:41]([F:44])([F:43])[S:38]([O:19][C:16]1[O:17][CH2:18][C@:9]2([C:3]3[CH:4]=[CH:5][C:6]([F:8])=[CH:7][C:2]=3[F:1])[N:10]=[C:11]([NH:21][C:22](=[O:29])[C:23]3[CH:24]=[CH:25][CH:26]=[CH:27][CH:28]=3)[S:12][C@H:13]([CH3:20])[C@@H:14]2[CH:15]=1)(=[O:40])=[O:39]. The catalyst class is: 7.